This data is from Catalyst prediction with 721,799 reactions and 888 catalyst types from USPTO. The task is: Predict which catalyst facilitates the given reaction. (1) Reactant: [CH3:1][N:2]1[CH2:6][CH2:5][CH2:4][C@H:3]1[CH2:7][OH:8].CC(C)([O-])C.[Na+].[C:15]([C:19]1[O:23]/[C:22](=[N:24]\[C:25](=[O:37])[C:26]2[CH:31]=[C:30]([C:32]([F:35])([F:34])[F:33])[CH:29]=[CH:28][C:27]=2F)/[N:21]([CH2:38][C@H:39]2[CH2:43][CH2:42][CH2:41][O:40]2)[CH:20]=1)([CH3:18])([CH3:17])[CH3:16]. The catalyst class is: 1. Product: [C:15]([C:19]1[O:23]/[C:22](=[N:24]\[C:25](=[O:37])[C:26]2[CH:31]=[C:30]([C:32]([F:34])([F:33])[F:35])[CH:29]=[CH:28][C:27]=2[O:8][CH2:7][C@@H:3]2[CH2:4][CH2:5][CH2:6][N:2]2[CH3:1])/[N:21]([CH2:38][C@H:39]2[CH2:43][CH2:42][CH2:41][O:40]2)[CH:20]=1)([CH3:18])([CH3:16])[CH3:17]. (2) Reactant: [CH3:1][NH2:2].[O:3]([CH2:10][CH2:11][CH2:12]Br)[C:4]1[CH:9]=[CH:8][CH:7]=[CH:6][CH:5]=1. Product: [CH3:1][NH:2][CH2:12][CH2:11][CH2:10][O:3][C:4]1[CH:9]=[CH:8][CH:7]=[CH:6][CH:5]=1. The catalyst class is: 7. (3) Reactant: [N+:1]([O-:4])(O)=[O:2].[CH:5]([C:7]1[CH:12]=[CH:11][C:10]([NH:13][C:14](=[O:16])[CH3:15])=[CH:9][CH:8]=1)=[O:6]. The catalyst class is: 6. Product: [CH:5]([C:7]1[CH:8]=[CH:9][C:10]([NH:13][C:14](=[O:16])[CH3:15])=[C:11]([N+:1]([O-:4])=[O:2])[CH:12]=1)=[O:6]. (4) Reactant: [CH3:1][O:2][C:3]1[CH:4]=[C:5]2[C:10](=[CH:11][C:12]=1[O:13][CH3:14])[N:9]=[CH:8][N:7]=[C:6]2[O:15][C:16]1[CH:22]=[CH:21][C:19]([NH2:20])=[CH:18][CH:17]=1.Cl[C:24](Cl)([O:26]C(=O)OC(Cl)(Cl)Cl)Cl.[CH3:35][CH2:36][CH2:37][CH:38]([OH:42])[CH2:39][CH2:40][CH3:41].C(=O)(O)[O-].[Na+]. Product: [CH3:1][O:2][C:3]1[CH:4]=[C:5]2[C:10](=[CH:11][C:12]=1[O:13][CH3:14])[N:9]=[CH:8][N:7]=[C:6]2[O:15][C:16]1[CH:22]=[CH:21][C:19]([NH:20][C:24](=[O:26])[O:42][CH:38]([CH2:39][CH2:40][CH3:41])[CH2:37][CH2:36][CH3:35])=[CH:18][CH:17]=1. The catalyst class is: 208. (5) Reactant: [F:1][C:2]([F:12])([F:11])[C:3]1[CH:10]=[CH:9][CH:8]=[CH:7][C:4]=1[C:5]#[N:6].Cl.[C:14](=[O:17])([O-])O.[Na+].[CH3:19][OH:20]. Product: [OH:20][C@H:19]1[C@H:5]([CH3:4])[N:6]([C:9]2[CH:8]=[CH:7][C:4]([C:5]#[N:6])=[C:3]([C:2]([F:11])([F:12])[F:1])[CH:10]=2)[C:14](=[O:17])[C:3]1([CH3:10])[CH3:2]. The catalyst class is: 1. (6) Reactant: [F:1][C:2]([F:45])([F:44])[C:3]1[CH:4]=[C:5]([CH:37]=[C:38]([C:40]([F:43])([F:42])[F:41])[CH:39]=1)[CH2:6][N:7]([CH2:25][C:26]1[NH:27][C:28](=[O:36])[C:29]2[C:34]([CH:35]=1)=[CH:33][CH:32]=[CH:31][CH:30]=2)[C:8]1[N:13]=[CH:12][C:11]([N:14]2[CH2:19][CH2:18][CH:17]([C:20]([O:22][CH2:23][CH3:24])=[O:21])[CH2:16][CH2:15]2)=[CH:10][N:9]=1.[CH3:46][O:47][CH2:48][CH2:49]O.C1(P(C2C=CC=CC=2)C2C=CC=CC=2)C=CC=CC=1.N([C:72]([O:74][CH2:75][CH3:76])=O)=N[C:72]([O:74][CH2:75][CH3:76])=O.C1(C)C=CC=CC=1. Product: [F:41][C:40]([F:42])([F:43])[C:38]1[CH:37]=[C:5]([CH:4]=[C:3]([C:2]([F:1])([F:44])[F:45])[CH:39]=1)[CH2:6][N:7]([CH2:25][C:26]1[N:27]=[C:28]([O:36][CH2:49][CH2:48][O:47][CH3:46])[C:29]2[C:34]([CH:35]=1)=[CH:33][CH:32]=[CH:31][CH:30]=2)[C:8]1[N:13]=[CH:12][C:11]([N:14]2[CH2:15][CH2:16][CH:17]([C:20]([O:22][CH2:23][CH3:24])=[O:21])[CH2:18][CH2:19]2)=[CH:10][N:9]=1.[F:41][C:40]([F:42])([F:43])[C:38]1[CH:37]=[C:5]([CH:4]=[C:3]([C:2]([F:1])([F:44])[F:45])[CH:39]=1)[CH2:6][N:7]([CH2:25][C:26]1[N:27]([CH2:76][CH2:75][O:74][CH3:72])[C:28](=[O:36])[C:29]2[C:34]([CH:35]=1)=[CH:33][CH:32]=[CH:31][CH:30]=2)[C:8]1[N:13]=[CH:12][C:11]([N:14]2[CH2:15][CH2:16][CH:17]([C:20]([O:22][CH2:23][CH3:24])=[O:21])[CH2:18][CH2:19]2)=[CH:10][N:9]=1. The catalyst class is: 7.